From a dataset of Full USPTO retrosynthesis dataset with 1.9M reactions from patents (1976-2016). Predict the reactants needed to synthesize the given product. The reactants are: [N:1]1[C:8]([NH2:9])=[N:7][C:5]([NH2:6])=[N:4][C:2]=1[NH2:3].[OH-:10].[Mg+2:11].[OH-].[P:13](=[O:17])([OH:16])([OH:15])[OH:14]. Given the product [OH2:14].[OH2:10].[P:13]([O-:17])([O-:16])([O-:15])=[O:14].[Mg+2:11].[N:1]1[C:8]([NH2:9])=[N:7][C:5]([NH2:6])=[N:4][C:2]=1[NH2:3].[P:13]([O-:17])([O-:16])([O-:15])=[O:14].[Mg+2:11].[Mg+2:11], predict the reactants needed to synthesize it.